This data is from Full USPTO retrosynthesis dataset with 1.9M reactions from patents (1976-2016). The task is: Predict the reactants needed to synthesize the given product. (1) Given the product [CH3:9][C:8]1[C:3]([CH2:2][O:30][C:27]2[CH:28]=[CH:29][C:24]([C:20]3[C:19]([CH3:32])=[C:18]([Cl:17])[N:22]([CH3:23])[N:21]=3)=[CH:25][C:26]=2[CH3:31])=[C:4]([N:10]2[C:14](=[O:15])[N:13]([CH3:16])[N:12]=[N:11]2)[CH:5]=[CH:6][CH:7]=1, predict the reactants needed to synthesize it. The reactants are: Br[CH2:2][C:3]1[C:8]([CH3:9])=[CH:7][CH:6]=[CH:5][C:4]=1[N:10]1[C:14](=[O:15])[N:13]([CH3:16])[N:12]=[N:11]1.[Cl:17][C:18]1[N:22]([CH3:23])[N:21]=[C:20]([C:24]2[CH:29]=[CH:28][C:27]([OH:30])=[C:26]([CH3:31])[CH:25]=2)[C:19]=1[CH3:32].C(=O)([O-])[O-].[K+].[K+]. (2) Given the product [C:1]12([C@@H:6]([CH3:19])[C:7]([N:9]3[C@H:13]([CH:14]([CH3:15])[CH3:16])[CH2:12][O:11][C:10]3=[O:17])=[O:8])[CH2:5][CH:3]([CH2:2]1)[CH2:4]2, predict the reactants needed to synthesize it. The reactants are: [C:1]12([CH2:6][C:7]([N:9]3[C@H:13]([CH:14]([CH3:16])[CH3:15])[CH2:12][O:11][C:10]3=[O:17])=[O:8])[CH2:5][CH:3]([CH2:4]1)[CH2:2]2.[Li+].[CH3:19]C([N-]C(C)C)C.IC. (3) Given the product [C:24]([C:20]1[N:21]=[CH:22][N:23]=[C:18]([N:1]2[CH2:2][CH2:3][CH:4]([N:7]3[C:15]4[C:10](=[N:11][CH:12]=[CH:13][CH:14]=4)[NH:9][C:8]3=[O:16])[CH2:5][CH2:6]2)[CH:19]=1)(=[O:25])[C:26]1[CH:27]=[CH:28][CH:29]=[CH:30][CH:31]=1, predict the reactants needed to synthesize it. The reactants are: [NH:1]1[CH2:6][CH2:5][CH:4]([N:7]2[C:15]3[C:10](=[N:11][CH:12]=[CH:13][CH:14]=3)[NH:9][C:8]2=[O:16])[CH2:3][CH2:2]1.Cl[C:18]1[N:23]=[CH:22][N:21]=[C:20]([C:24]([C:26]2[CH:31]=[CH:30][CH:29]=[CH:28][CH:27]=2)=[O:25])[CH:19]=1.CCN(C(C)C)C(C)C.